Predict the reactants needed to synthesize the given product. From a dataset of Full USPTO retrosynthesis dataset with 1.9M reactions from patents (1976-2016). (1) Given the product [O:33]1[CH:34]=[CH:35][CH:36]=[C:32]1[C:29]1[N:28]=[N:27][C:26]([NH:25][C:21]([C:19]2[CH:18]=[CH:17][C:16]3[N:12]([CH2:11][CH2:10][CH2:9][NH2:8])[C:13]([CH3:24])=[N:14][C:15]=3[CH:20]=2)=[O:23])=[CH:31][CH:30]=1, predict the reactants needed to synthesize it. The reactants are: C(OC([NH:8][CH2:9][CH2:10][CH2:11][N:12]1[C:16]2[CH:17]=[CH:18][C:19]([C:21]([OH:23])=O)=[CH:20][C:15]=2[N:14]=[C:13]1[CH3:24])=O)(C)(C)C.[NH2:25][C:26]1[N:27]=[N:28][C:29]([C:32]2[O:33][CH:34]=[CH:35][CH:36]=2)=[CH:30][CH:31]=1. (2) Given the product [C:1]([O:5][C:6]([N:8]1[CH2:13][CH2:12][CH2:11][CH:10]([O:14][C:15]2[CH:16]=[C:17]3[C:22](=[CH:23][CH:24]=2)[C:21]([NH2:25])=[N:20][CH:19]=[CH:18]3)[CH2:9]1)=[O:7])([CH3:4])([CH3:2])[CH3:3], predict the reactants needed to synthesize it. The reactants are: [C:1]([O:5][C:6]([N:8]1[CH2:13][CH2:12][CH2:11][C@H:10]([O:14][C:15]2[CH:16]=[C:17]3[C:22](=[CH:23][CH:24]=2)[C:21]([NH2:25])=[N:20][CH:19]=[CH:18]3)[CH2:9]1)=[O:7])([CH3:4])([CH3:3])[CH3:2].NC1C2C(=CC(O)=CC=2)C=CN=1.C(OC(N1CCC[C@@H](OS(C)(=O)=O)C1)=O)(C)(C)C.CCN(P1(N(C)CCCN1)=NC(C)(C)C)CC. (3) Given the product [Cl:23][C:22]1[CH:21]=[CH:20][N:19]=[C:18]([O:24][CH3:25])[C:17]=1[C:13]1[NH:14][C:15]2[C:11]([CH:12]=1)=[CH:10][CH:9]=[C:8]([NH2:7])[CH:16]=2, predict the reactants needed to synthesize it. The reactants are: C(OC(=O)[NH:7][C:8]1[CH:16]=[C:15]2[C:11]([CH:12]=[C:13]([C:17]3[C:18]([O:24][CH3:25])=[N:19][CH:20]=[CH:21][C:22]=3[Cl:23])[NH:14]2)=[CH:10][CH:9]=1)(C)(C)C.FC(F)(F)C(O)=O.